From a dataset of Peptide-MHC class II binding affinity with 134,281 pairs from IEDB. Regression. Given a peptide amino acid sequence and an MHC pseudo amino acid sequence, predict their binding affinity value. This is MHC class II binding data. (1) The peptide sequence is YPSGTSGSPIVNRNG. The MHC is HLA-DQA10201-DQB10402 with pseudo-sequence HLA-DQA10201-DQB10402. The binding affinity (normalized) is 0.321. (2) The peptide sequence is SASVLSFMDKGIPFM. The MHC is DRB1_1101 with pseudo-sequence DRB1_1101. The binding affinity (normalized) is 0.680. (3) The peptide sequence is KMIGGIGGFIKVRQYDQISI. The MHC is DRB1_0901 with pseudo-sequence DRB1_0901. The binding affinity (normalized) is 0.355. (4) The peptide sequence is VSTVVTATGLALSLLL. The MHC is DRB1_1501 with pseudo-sequence DRB1_1501. The binding affinity (normalized) is 0. (5) The peptide sequence is QWIIRNWETVKIQWS. The MHC is DRB1_0802 with pseudo-sequence DRB1_0802. The binding affinity (normalized) is 0.320.